This data is from Catalyst prediction with 721,799 reactions and 888 catalyst types from USPTO. The task is: Predict which catalyst facilitates the given reaction. (1) Reactant: [F:1][C:2]1[CH:3]=[CH:4][C:5]([O:41][CH3:42])=[C:6]([C:8]2[CH:13]=[CH:12][N:11]=[C:10]3[N:14](S(C4C=CC=CC=4)(=O)=O)[C:15]([C:17]4[CH2:22][CH2:21][CH:20]([O:23][CH2:24][C:25]([O:27]C(C)(C)C)=[O:26])[CH2:19][CH:18]=4)=[CH:16][C:9]=23)[CH:7]=1.[OH-].[Na+].FC(F)(F)C(O)=O.O. Product: [F:1][C:2]1[CH:3]=[CH:4][C:5]([O:41][CH3:42])=[C:6]([C:8]2[CH:13]=[CH:12][N:11]=[C:10]3[NH:14][C:15]([C:17]4[CH2:22][CH2:21][CH:20]([O:23][CH2:24][C:25]([OH:27])=[O:26])[CH2:19][CH:18]=4)=[CH:16][C:9]=23)[CH:7]=1. The catalyst class is: 5. (2) Reactant: [C:1]1([CH3:21])[CH:6]=[C:5]([CH3:7])[CH:4]=[C:3]([CH3:8])[C:2]=1[S:9]([O:12][NH:13]C(=O)OC(C)(C)C)(=[O:11])=[O:10].FC(F)(F)C(O)=O. Product: [C:1]1([CH3:21])[CH:6]=[C:5]([CH3:7])[CH:4]=[C:3]([CH3:8])[C:2]=1[S:9]([O:12][NH2:13])(=[O:11])=[O:10]. The catalyst class is: 6. (3) Reactant: [Cl:1][C:2]1[C:3]([NH:21][C:22]2[C:31]([F:32])=[CH:30][CH:29]=[CH:28][C:23]=2[C:24]([NH:26][CH3:27])=[O:25])=[N:4][C:5]([NH:8][C:9]2[CH:10]=[CH:11][C:12]3[CH2:18][NH:17][CH2:16][C:15](=[O:19])[NH:14][C:13]=3[CH:20]=2)=[N:6][CH:7]=1.N1C=CC=CC=1.[CH3:39][S:40](O[S:40]([CH3:39])(=[O:42])=[O:41])(=[O:42])=[O:41]. Product: [Cl:1][C:2]1[C:3]([NH:21][C:22]2[C:31]([F:32])=[CH:30][CH:29]=[CH:28][C:23]=2[C:24]([NH:26][CH3:27])=[O:25])=[N:4][C:5]([NH:8][C:9]2[CH:10]=[CH:11][C:12]3[CH2:18][N:17]([S:40]([CH3:39])(=[O:42])=[O:41])[CH2:16][C:15](=[O:19])[NH:14][C:13]=3[CH:20]=2)=[N:6][CH:7]=1. The catalyst class is: 2. (4) Reactant: [NH2:1][C:2]1[CH:7]=[CH:6][C:5]([N:8]2[C:12]3=[N:13][CH:14]=[N:15][C:16]([NH2:17])=[C:11]3[CH:10]=[N:9]2)=[CH:4][CH:3]=1.[CH3:18][N:19]1[CH:23]=[CH:22][N:21]=[C:20]1[C:24](O)=[O:25].Cl.CN(C)CCCN=C=NCC.ON1C2C=CC=CC=2N=N1. Product: [NH2:17][C:16]1[N:15]=[CH:14][N:13]=[C:12]2[N:8]([C:5]3[CH:6]=[CH:7][C:2]([NH:1][C:24]([C:20]4[N:19]([CH3:18])[CH:23]=[CH:22][N:21]=4)=[O:25])=[CH:3][CH:4]=3)[N:9]=[CH:10][C:11]=12. The catalyst class is: 121.